From a dataset of Catalyst prediction with 721,799 reactions and 888 catalyst types from USPTO. Predict which catalyst facilitates the given reaction. (1) Reactant: [CH3:1][O:2][C:3](=[O:33])[CH2:4][C@H:5]1[C:9]2[CH:10]=[CH:11][C:12]([O:14][C@H:15]3[C:23]4[C:18](=[C:19]([O:25][C:26]5[CH:31]=[CH:30][C:29](Br)=[CH:28][CH:27]=5)[CH:20]=[CH:21][C:22]=4[F:24])[CH2:17][CH2:16]3)=[CH:13][C:8]=2[O:7][CH2:6]1.CC1(C)C(C)(C)OB([C:42]2[CH2:43][CH2:44][O:45][CH2:46][CH:47]=2)O1.[O-]P([O-])([O-])=O.[K+].[K+].[K+].O. Product: [CH3:1][O:2][C:3](=[O:33])[CH2:4][C@H:5]1[C:9]2[CH:10]=[CH:11][C:12]([O:14][C@H:15]3[C:23]4[C:18](=[C:19]([O:25][C:26]5[CH:31]=[CH:30][C:29]([C:42]6[CH2:47][CH2:46][O:45][CH2:44][CH:43]=6)=[CH:28][CH:27]=5)[CH:20]=[CH:21][C:22]=4[F:24])[CH2:17][CH2:16]3)=[CH:13][C:8]=2[O:7][CH2:6]1. The catalyst class is: 7. (2) Reactant: [CH2:1]([O:8][C@@H:9]1[C@@H:14]([O:15][CH2:16][C:17]2[CH:22]=[CH:21][CH:20]=[CH:19][CH:18]=2)[C@H:13]([O:23][CH2:24][C:25]2[CH:30]=[CH:29][CH:28]=[CH:27][CH:26]=2)[C@@H:12]([CH2:31][O:32][CH2:33][C:34]2[CH:39]=[CH:38][CH:37]=[CH:36][CH:35]=2)[S:11][C:10]1([C:41]1[CH:46]=[CH:45][C:44]([Cl:47])=[C:43]([CH2:48][C:49]2[CH:58]=[CH:57][C:52]3[O:53][CH2:54][CH2:55][O:56][C:51]=3[CH:50]=2)[CH:42]=1)O)[C:2]1[CH:7]=[CH:6][CH:5]=[CH:4][CH:3]=1.C([SiH](CC)CC)C.B(F)(F)F.CCOCC. Product: [Cl:47][C:44]1[CH:45]=[CH:46][C:41]([C@H:10]2[C@H:9]([O:8][CH2:1][C:2]3[CH:7]=[CH:6][CH:5]=[CH:4][CH:3]=3)[C@@H:14]([O:15][CH2:16][C:17]3[CH:22]=[CH:21][CH:20]=[CH:19][CH:18]=3)[C@H:13]([O:23][CH2:24][C:25]3[CH:26]=[CH:27][CH:28]=[CH:29][CH:30]=3)[C@@H:12]([CH2:31][O:32][CH2:33][C:34]3[CH:39]=[CH:38][CH:37]=[CH:36][CH:35]=3)[S:11]2)=[CH:42][C:43]=1[CH2:48][C:49]1[CH:58]=[CH:57][C:52]2[O:53][CH2:54][CH2:55][O:56][C:51]=2[CH:50]=1. The catalyst class is: 545. (3) Reactant: CCCC[N+](CCCC)(CCCC)CCCC.[F-].[F:19][C:20]([F:40])([F:39])[C:21]1([O:34][Si](C)(C)C)[CH2:26][CH2:25][CH2:24][N:23]([C:27]([O:29][C:30]([CH3:33])([CH3:32])[CH3:31])=[O:28])[CH2:22]1. Product: [OH:34][C:21]1([C:20]([F:40])([F:19])[F:39])[CH2:26][CH2:25][CH2:24][N:23]([C:27]([O:29][C:30]([CH3:33])([CH3:31])[CH3:32])=[O:28])[CH2:22]1. The catalyst class is: 1. (4) Reactant: [Br:1][C:2]1[CH:3]=[CH:4][CH:5]=[C:6]2[C:11]=1[N:10]=[C:9](Cl)[N:8]=[CH:7]2.[C:13]1([C:19](B(O)O)=[CH2:20])[CH:18]=[CH:17][CH:16]=[CH:15][CH:14]=1.C(=O)([O-])[O-].[K+].[K+]. Product: [Br:1][C:2]1[CH:3]=[CH:4][CH:5]=[C:6]2[C:11]=1[N:10]=[C:9]([C:19]([C:13]1[CH:18]=[CH:17][CH:16]=[CH:15][CH:14]=1)=[CH2:20])[N:8]=[CH:7]2. The catalyst class is: 109. (5) The catalyst class is: 9. Product: [CH2:11]([N:6]1[N:5]=[C:4]([N+:1]([O-:3])=[O:2])[CH:8]=[N:7]1)[CH3:12]. Reactant: [N+:1]([C:4]1[CH:8]=[N:7][NH:6][N:5]=1)([O-:3])=[O:2].[H-].[Na+].[CH2:11](I)[CH3:12].C(=O)(O)[O-].[Na+]. (6) Reactant: [Cl:1][C:2]1[CH:7]=[CH:6][CH:5]=[C:4]([Cl:8])[C:3]=1[C:9]1[CH:14]=[CH:13][CH:12]=[C:11]([O:15]C)[C:10]=1[O:17]C.B(Br)(Br)Br. Product: [Cl:1][C:2]1[CH:7]=[CH:6][CH:5]=[C:4]([Cl:8])[C:3]=1[C:9]1[CH:14]=[CH:13][CH:12]=[C:11]([OH:15])[C:10]=1[OH:17]. The catalyst class is: 2. (7) Reactant: C[O:2][C:3](=[O:37])[C@H:4]([CH2:17][C:18]1[CH:23]=[CH:22][C:21]([C:24]2[C:25](=[O:36])[N:26]([CH3:35])[C:27]([CH3:34])=[CH:28][C:29]=2[C:30]([F:33])([F:32])[F:31])=[CH:20][CH:19]=1)[NH:5][C:6]([C:8]1[C:13]([CH3:14])=[CH:12][CH:11]=[CH:10][C:9]=1[CH2:15][CH3:16])=[O:7].[OH-].[Na+]. Product: [CH2:15]([C:9]1[CH:10]=[CH:11][CH:12]=[C:13]([CH3:14])[C:8]=1[C:6]([NH:5][C@H:4]([C:3]([OH:37])=[O:2])[CH2:17][C:18]1[CH:23]=[CH:22][C:21]([C:24]2[C:25](=[O:36])[N:26]([CH3:35])[C:27]([CH3:34])=[CH:28][C:29]=2[C:30]([F:32])([F:33])[F:31])=[CH:20][CH:19]=1)=[O:7])[CH3:16]. The catalyst class is: 8.